This data is from HIV replication inhibition screening data with 41,000+ compounds from the AIDS Antiviral Screen. The task is: Binary Classification. Given a drug SMILES string, predict its activity (active/inactive) in a high-throughput screening assay against a specified biological target. (1) The compound is CSC1SCC2C(=O)N(C)C(C(C)C)C(=O)OCC(NC(=O)c3cnc4ccccc4n3)C(=O)NC(C)C(=O)N(C)C1C(=O)N(C)C(C(C)C)C(=O)OCC(NC(=O)c1cnc3ccccc3n1)C(=O)NC(C)C(=O)N2C. The result is 0 (inactive). (2) The molecule is C[N+](C)=C1C=CC(=C2C=C(c3ccccc3)Oc3ccccc32)C=C1. The result is 0 (inactive).